Dataset: Full USPTO retrosynthesis dataset with 1.9M reactions from patents (1976-2016). Task: Predict the reactants needed to synthesize the given product. (1) The reactants are: [OH:1][C:2]1([C:17]([O:19][CH2:20][C:21]2[CH:26]=[CH:25][CH:24]=[CH:23][CH:22]=2)=[O:18])[CH2:7][CH2:6][C:5](B2OC(C)(C)C(C)(C)O2)=[CH:4][CH2:3]1.FC(F)(F)S(O[C:33]1[C:34]([CH3:62])([CH3:61])[C@H:35]2[C@:48]([CH3:51])([CH2:49][CH:50]=1)[C@@H:47]1[C@:38]([CH3:60])([C@@:39]3([CH3:59])[C@H:44]([CH2:45][CH2:46]1)[C@H:43]1[C@H:52]([C:55]([CH3:57])=[CH2:56])[CH2:53][CH2:54][C@:42]1([NH2:58])[CH2:41][CH2:40]3)[CH2:37][CH2:36]2)(=O)=O.O.C(=O)([O-])[O-].[Na+].[Na+]. Given the product [NH2:58][C@:42]12[CH2:54][CH2:53][C@@H:52]([C:55]([CH3:57])=[CH2:56])[C@@H:43]1[C@@H:44]1[C@@:39]([CH3:59])([CH2:40][CH2:41]2)[C@@:38]2([CH3:60])[C@@H:47]([C@:48]3([CH3:51])[C@@H:35]([CH2:36][CH2:37]2)[C:34]([CH3:61])([CH3:62])[C:33]([C:5]2[CH2:6][CH2:7][C:2]([OH:1])([C:17]([O:19][CH2:20][C:21]4[CH:22]=[CH:23][CH:24]=[CH:25][CH:26]=4)=[O:18])[CH2:3][CH:4]=2)=[CH:50][CH2:49]3)[CH2:46][CH2:45]1, predict the reactants needed to synthesize it. (2) Given the product [CH:39]1([C:42]([N:18]([C:19]2[CH:24]=[CH:23][CH:22]=[C:21]([N:25]3[CH:29]=[CH:28][CH:27]=[N:26]3)[CH:20]=2)[CH2:17][CH2:16][N:3]2[CH:4]=[CH:5][C:6]3[C:11](=[CH:10][C:9]([C:12]([O:14][CH3:15])=[O:13])=[CH:8][CH:7]=3)[C:2]2=[O:1])=[O:43])[CH2:41][CH2:40]1, predict the reactants needed to synthesize it. The reactants are: [O:1]=[C:2]1[C:11]2[C:6](=[CH:7][CH:8]=[C:9]([C:12]([O:14][CH3:15])=[O:13])[CH:10]=2)[CH:5]=[CH:4][N:3]1[CH2:16][CH2:17][NH:18][C:19]1[CH:24]=[CH:23][CH:22]=[C:21]([N:25]2[CH:29]=[CH:28][CH:27]=[N:26]2)[CH:20]=1.C(N(CC)C(C)C)(C)C.[CH:39]1([C:42](Cl)=[O:43])[CH2:41][CH2:40]1.